Predict the reaction yield, written as a fraction of the theoretical maximum amount of product (1.0 means a 100% yield; for example, 0.34 means a 34% yield). From a dataset of Reaction yield outcomes from USPTO patents with 853,638 reactions. The reactants are [F:1][C:2]1[C:10]([NH:11][S:12]([CH2:15][CH2:16][CH3:17])(=[O:14])=[O:13])=[CH:9][CH:8]=[C:7]([F:18])[C:3]=1C(O)=O.CC[N:21](CC)CC.C1C=CC(P(N=[N+]=[N-])(C2C=CC=CC=2)=O)=CC=1. The catalyst is C1COCC1.O. The product is [NH2:21][C:3]1[C:2]([F:1])=[C:10]([NH:11][S:12]([CH2:15][CH2:16][CH3:17])(=[O:14])=[O:13])[CH:9]=[CH:8][C:7]=1[F:18]. The yield is 0.550.